Dataset: Full USPTO retrosynthesis dataset with 1.9M reactions from patents (1976-2016). Task: Predict the reactants needed to synthesize the given product. (1) Given the product [Cl:23][C:18]1[CH:17]=[C:16]([C@:12]23[CH2:13][C@H:14]2[CH2:15][C:10](=[O:27])[CH2:11]3)[CH:21]=[CH:20][C:19]=1[Cl:22], predict the reactants needed to synthesize it. The reactants are: C1(S([C:10]2(SC)[CH2:15][C@H:14]3[C@:12]([C:16]4[CH:21]=[CH:20][C:19]([Cl:22])=[C:18]([Cl:23])[CH:17]=4)([CH2:13]3)[CH2:11]2)(=O)=O)C=CC=CC=1.C[OH:27].Cl. (2) Given the product [F:1][C:2]1[CH:3]=[CH:4][C:5]([C:8]2[CH:17]=[C:16]3[C:11]([CH:12]=[C:13]([S:18]([C:23]4[CH:28]=[CH:27][CH:26]=[CH:25][C:24]=4[C@@H:29]([OH:31])[CH3:30])(=[O:20])=[O:19])[CH:14]=[N:15]3)=[CH:10][CH:9]=2)=[CH:6][CH:7]=1, predict the reactants needed to synthesize it. The reactants are: [F:1][C:2]1[CH:7]=[CH:6][C:5]([C:8]2[CH:17]=[C:16]3[C:11]([CH:12]=[C:13]([S:18]([O-:20])=[O:19])[CH:14]=[N:15]3)=[CH:10][CH:9]=2)=[CH:4][CH:3]=1.[Na+].I[C:23]1[CH:28]=[CH:27][CH:26]=[CH:25][C:24]=1[C@@H:29]([OH:31])[CH3:30].N. (3) Given the product [N:11]1[CH:10]=[CH:9][N:5]2[CH:6]=[CH:7][CH:8]=[C:3]([CH:2]=[O:1])[C:4]=12, predict the reactants needed to synthesize it. The reactants are: [OH:1][CH2:2][C:3]1[C:4]2[N:5]([CH:9]=[CH:10][N:11]=2)[CH:6]=[CH:7][CH:8]=1.[K+].[Br-]. (4) Given the product [CH3:20][C:18]1[CH:17]=[CH:16][C:13]([C:14]#[N:15])=[C:12]([NH:11][C:2]2[CH:7]=[CH:6][CH:5]=[CH:4][C:3]=2[N+:8]([O-:10])=[O:9])[CH:19]=1, predict the reactants needed to synthesize it. The reactants are: F[C:2]1[CH:7]=[CH:6][CH:5]=[CH:4][C:3]=1[N+:8]([O-:10])=[O:9].[NH2:11][C:12]1[CH:19]=[C:18]([CH3:20])[CH:17]=[CH:16][C:13]=1[C:14]#[N:15].O.[OH-].[Li+].